Dataset: NCI-60 drug combinations with 297,098 pairs across 59 cell lines. Task: Regression. Given two drug SMILES strings and cell line genomic features, predict the synergy score measuring deviation from expected non-interaction effect. (1) Drug 1: CN1CCC(CC1)COC2=C(C=C3C(=C2)N=CN=C3NC4=C(C=C(C=C4)Br)F)OC. Drug 2: CCCCC(=O)OCC(=O)C1(CC(C2=C(C1)C(=C3C(=C2O)C(=O)C4=C(C3=O)C=CC=C4OC)O)OC5CC(C(C(O5)C)O)NC(=O)C(F)(F)F)O. Cell line: SK-MEL-5. Synergy scores: CSS=-2.27, Synergy_ZIP=3.91, Synergy_Bliss=4.22, Synergy_Loewe=-0.173, Synergy_HSA=-0.935. (2) Drug 1: CCCS(=O)(=O)NC1=C(C(=C(C=C1)F)C(=O)C2=CNC3=C2C=C(C=N3)C4=CC=C(C=C4)Cl)F. Drug 2: C1CC(=O)NC(=O)C1N2C(=O)C3=CC=CC=C3C2=O. Cell line: MOLT-4. Synergy scores: CSS=3.01, Synergy_ZIP=2.89, Synergy_Bliss=7.12, Synergy_Loewe=2.85, Synergy_HSA=3.37. (3) Drug 1: C1CCN(CC1)CCOC2=CC=C(C=C2)C(=O)C3=C(SC4=C3C=CC(=C4)O)C5=CC=C(C=C5)O. Drug 2: CS(=O)(=O)OCCCCOS(=O)(=O)C. Cell line: RXF 393. Synergy scores: CSS=8.81, Synergy_ZIP=-1.75, Synergy_Bliss=0.782, Synergy_Loewe=3.54, Synergy_HSA=2.61. (4) Drug 1: CNC(=O)C1=CC=CC=C1SC2=CC3=C(C=C2)C(=NN3)C=CC4=CC=CC=N4. Drug 2: CC1CCCC2(C(O2)CC(NC(=O)CC(C(C(=O)C(C1O)C)(C)C)O)C(=CC3=CSC(=N3)C)C)C. Cell line: A498. Synergy scores: CSS=6.89, Synergy_ZIP=-1.42, Synergy_Bliss=2.22, Synergy_Loewe=1.66, Synergy_HSA=2.02. (5) Drug 1: CC(C)CN1C=NC2=C1C3=CC=CC=C3N=C2N. Drug 2: COCCOC1=C(C=C2C(=C1)C(=NC=N2)NC3=CC=CC(=C3)C#C)OCCOC.Cl. Cell line: SK-MEL-5. Synergy scores: CSS=2.28, Synergy_ZIP=-2.84, Synergy_Bliss=-3.10, Synergy_Loewe=-5.11, Synergy_HSA=-4.68. (6) Drug 1: C1CN1C2=NC(=NC(=N2)N3CC3)N4CC4. Drug 2: N.N.Cl[Pt+2]Cl. Cell line: HCT116. Synergy scores: CSS=69.6, Synergy_ZIP=0.309, Synergy_Bliss=0.0545, Synergy_Loewe=4.40, Synergy_HSA=7.18. (7) Cell line: NCI-H322M. Drug 1: C(CC(=O)O)C(=O)CN.Cl. Drug 2: CCC1(C2=C(COC1=O)C(=O)N3CC4=CC5=C(C=CC(=C5CN(C)C)O)N=C4C3=C2)O.Cl. Synergy scores: CSS=27.8, Synergy_ZIP=-6.19, Synergy_Bliss=-1.70, Synergy_Loewe=-0.775, Synergy_HSA=-1.14.